From a dataset of Reaction yield outcomes from USPTO patents with 853,638 reactions. Predict the reaction yield, written as a fraction of the theoretical maximum amount of product (1.0 means a 100% yield; for example, 0.34 means a 34% yield). (1) The reactants are [CH3:1][O:2][C:3]([C:5]1([CH:13]=O)[CH2:10][CH2:9][C:8]([CH3:12])([CH3:11])[CH2:7][CH2:6]1)=[O:4].C([O-])(=O)C.[Na+].Cl.[CH2:21]([O:28][NH2:29])[C:22]1[CH:27]=[CH:26][CH:25]=[CH:24][CH:23]=1. The catalyst is CO. The product is [CH3:1][O:2][C:3]([C:5]1([CH:13]=[N:29][O:28][CH2:21][C:22]2[CH:27]=[CH:26][CH:25]=[CH:24][CH:23]=2)[CH2:6][CH2:7][C:8]([CH3:11])([CH3:12])[CH2:9][CH2:10]1)=[O:4]. The yield is 0.260. (2) The reactants are [Cl:1][C:2]1[CH:3]=[C:4]([CH:8]=[C:9]([Cl:27])[C:10]=1[C:11]([N:13]1[C:21]2[CH:20]=[CH:19][N:18]=[C:17]([C:22]([CH:24]3[CH2:26][CH2:25]3)=[O:23])[C:16]=2[CH:15]=[CH:14]1)=[O:12])[C:5](O)=[O:6].C(N=C=NCCCN(C)C)C.ON1C2C=CC=CC=2N=N1.[CH3:49][N:50]([CH3:54])[CH2:51][CH2:52][NH2:53].C(=O)(O)[O-].[Na+]. The catalyst is CN(C)C=O. The product is [Cl:1][C:2]1[CH:3]=[C:4]([CH:8]=[C:9]([Cl:27])[C:10]=1[C:11]([N:13]1[C:21]2[CH:20]=[CH:19][N:18]=[C:17]([C:22]([CH:24]3[CH2:25][CH2:26]3)=[O:23])[C:16]=2[CH:15]=[CH:14]1)=[O:12])[C:5]([NH:53][CH2:52][CH2:51][N:50]([CH3:54])[CH3:49])=[O:6]. The yield is 0.250.